Dataset: Forward reaction prediction with 1.9M reactions from USPTO patents (1976-2016). Task: Predict the product of the given reaction. Given the reactants [Cl:1][C:2]1[CH:7]=[C:6]([Cl:8])[CH:5]=[CH:4][C:3]=1[C:9]1[C:10]2[CH2:22][N:21]([C:23]([O:25][C:26]([CH3:29])([CH3:28])[CH3:27])=[O:24])[CH2:20][CH2:19][C:11]=2[N:12]=[C:13](S(C)(=O)=O)[N:14]=1.[NH2:30][C:31]1[C:36]([N+:37]([O-:39])=[O:38])=[CH:35][CH:34]=[C:33]([NH:40][CH2:41][CH2:42][NH2:43])[N:32]=1, predict the reaction product. The product is: [NH2:30][C:31]1[N:32]=[C:33]([NH:40][CH2:41][CH2:42][NH:43][C:13]2[N:14]=[C:9]([C:3]3[CH:4]=[CH:5][C:6]([Cl:8])=[CH:7][C:2]=3[Cl:1])[C:10]3[CH2:22][N:21]([C:23]([O:25][C:26]([CH3:29])([CH3:28])[CH3:27])=[O:24])[CH2:20][CH2:19][C:11]=3[N:12]=2)[CH:34]=[CH:35][C:36]=1[N+:37]([O-:39])=[O:38].